From a dataset of Reaction yield outcomes from USPTO patents with 853,638 reactions. Predict the reaction yield, written as a fraction of the theoretical maximum amount of product (1.0 means a 100% yield; for example, 0.34 means a 34% yield). (1) The reactants are [Br:1][C:2]1[CH:10]=[C:6]([C:7]([OH:9])=[O:8])[C:5]([NH2:11])=[CH:4][CH:3]=1.CC1(C)O[C:18](=[O:19])[CH2:17][C:15](=[O:16])[O:14]1. The catalyst is C1(C)C=CC=CC=1. The product is [Br:1][C:2]1[CH:3]=[CH:4][C:5]([NH:11][C:18](=[O:19])[CH2:17][C:15]([OH:16])=[O:14])=[C:6]([CH:10]=1)[C:7]([OH:9])=[O:8]. The yield is 0.810. (2) The reactants are [C:1]([O:5][C:6](=[O:33])[NH:7][C@@H:8]([CH2:29][CH:30]([CH3:32])[CH3:31])[CH2:9][O:10][C:11]1[CH:12]=[CH:13][C:14]2[C:24]3[C:19](=[CH:20][N:21]=[C:22]([NH:25][C:26](=[O:28])[CH3:27])[CH:23]=3)[CH2:18][O:17][C:15]=2[CH:16]=1)([CH3:4])([CH3:3])[CH3:2].C1C(=O)N([Cl:41])C(=O)C1. The catalyst is C(#N)C. The product is [C:1]([O:5][C:6](=[O:33])[NH:7][C@@H:8]([CH2:29][CH:30]([CH3:31])[CH3:32])[CH2:9][O:10][C:11]1[C:12]([Cl:41])=[CH:13][C:14]2[C:24]3[C:19](=[CH:20][N:21]=[C:22]([NH:25][C:26](=[O:28])[CH3:27])[CH:23]=3)[CH2:18][O:17][C:15]=2[CH:16]=1)([CH3:4])([CH3:3])[CH3:2]. The yield is 0.790. (3) The reactants are C([O:3][C:4]([C:6]1[CH:7]=[N:8][N:9]([C:11]2[NH:15][C:14]3[CH:16]=[C:17]([Cl:28])[C:18]([S:20][C:21]4[CH:22]=[C:23]([CH3:27])[CH:24]=[CH:25][CH:26]=4)=[CH:19][C:13]=3[N:12]=2)[CH:10]=1)=[O:5])C.C1COCC1.O[Li].O. The catalyst is O. The product is [Cl:28][C:17]1[C:18]([S:20][C:21]2[CH:22]=[C:23]([CH3:27])[CH:24]=[CH:25][CH:26]=2)=[CH:19][C:13]2[N:12]=[C:11]([N:9]3[CH:10]=[C:6]([C:4]([OH:5])=[O:3])[CH:7]=[N:8]3)[NH:15][C:14]=2[CH:16]=1. The yield is 0.890. (4) The reactants are [H-].[Na+].[CH3:3][CH2:4][O:5][C:6]([CH:8](P(OCC)(OCC)=O)[CH3:9])=[O:7].[CH:18]([C:21]1[CH:28]=[CH:27][C:24]([CH:25]=O)=[CH:23][CH:22]=1)([CH3:20])[CH3:19].O. The catalyst is CN(C)C=O. The product is [CH:18]([C:21]1[CH:28]=[CH:27][C:24]([CH:25]=[C:8]([CH3:9])[C:6]([O:5][CH2:4][CH3:3])=[O:7])=[CH:23][CH:22]=1)([CH3:20])[CH3:19]. The yield is 0.960. (5) The reactants are [CH2:1]([N:3]1[CH2:8][CH2:7][N:6]([C:9]2[CH:14]=[CH:13][C:12]([NH:15][C:16]3[N:21]=[CH:20][C:19]([CH2:22][CH2:23][C:24]4[CH:25]=[C:26]([CH:36]=[C:37]([O:39][CH3:40])[CH:38]=4)[C:27]([NH:29][O:30][CH2:31][CH2:32][O:33]C=C)=[O:28])=[CH:18][N:17]=3)=[CH:11][CH:10]=2)[CH2:5][CH2:4]1)[CH3:2].Cl. The catalyst is CO. The product is [CH2:1]([N:3]1[CH2:8][CH2:7][N:6]([C:9]2[CH:10]=[CH:11][C:12]([NH:15][C:16]3[N:21]=[CH:20][C:19]([CH2:22][CH2:23][C:24]4[CH:25]=[C:26]([CH:36]=[C:37]([O:39][CH3:40])[CH:38]=4)[C:27]([NH:29][O:30][CH2:31][CH2:32][OH:33])=[O:28])=[CH:18][N:17]=3)=[CH:13][CH:14]=2)[CH2:5][CH2:4]1)[CH3:2]. The yield is 0.525.